Dataset: Catalyst prediction with 721,799 reactions and 888 catalyst types from USPTO. Task: Predict which catalyst facilitates the given reaction. Reactant: [OH:1][C:2]1[CH:3]=[CH:4][C:5]2[N:9]=[C:8]([CH2:10][O:11][C:12]3[CH:13]=[C:14]([CH:19]=[CH:20][CH:21]=3)[C:15]([O:17][CH3:18])=[O:16])[N:7]([CH3:22])[C:6]=2[CH:23]=1.[Cl:24][C:25]1[C:26](F)=[N:27][CH:28]=[CH:29][CH:30]=1.N1C2C(=CC=C3C=2N=CC=C3)C=CC=1.C(=O)([O-])[O-].[Cs+].[Cs+].[Cl-].[NH4+]. Product: [Cl:24][C:25]1[C:26]([O:1][C:2]2[CH:3]=[CH:4][C:5]3[N:9]=[C:8]([CH2:10][O:11][C:12]4[CH:13]=[C:14]([CH:19]=[CH:20][CH:21]=4)[C:15]([O:17][CH3:18])=[O:16])[N:7]([CH3:22])[C:6]=3[CH:23]=2)=[N:27][CH:28]=[CH:29][CH:30]=1. The catalyst class is: 870.